Task: Predict the reactants needed to synthesize the given product.. Dataset: Full USPTO retrosynthesis dataset with 1.9M reactions from patents (1976-2016) Given the product [NH2:38][C:39]([NH:1][C:2]1[CH:3]=[CH:4][C:5]([CH2:8][CH2:9][C:10]2[N:11]=[C:12]([NH:26][C:27](=[O:29])[CH3:28])[S:13][C:14]=2[CH2:15][C:16]2[CH:21]=[CH:20][C:19]([S:22]([CH3:25])(=[O:24])=[O:23])=[CH:18][CH:17]=2)=[CH:6][CH:7]=1)=[S:40], predict the reactants needed to synthesize it. The reactants are: [NH2:1][C:2]1[CH:7]=[CH:6][C:5]([CH2:8][CH2:9][C:10]2[N:11]=[C:12]([NH:26][C:27](=[O:29])[CH3:28])[S:13][C:14]=2[CH2:15][C:16]2[CH:21]=[CH:20][C:19]([S:22]([CH3:25])(=[O:24])=[O:23])=[CH:18][CH:17]=2)=[CH:4][CH:3]=1.C([N:38]=[C:39]=[S:40])(=O)C1C=CC=CC=1.O.